This data is from NCI-60 drug combinations with 297,098 pairs across 59 cell lines. The task is: Regression. Given two drug SMILES strings and cell line genomic features, predict the synergy score measuring deviation from expected non-interaction effect. (1) Drug 1: CC1=C(C=C(C=C1)C(=O)NC2=CC(=CC(=C2)C(F)(F)F)N3C=C(N=C3)C)NC4=NC=CC(=N4)C5=CN=CC=C5. Drug 2: CC1=C2C(C(=O)C3(C(CC4C(C3C(C(C2(C)C)(CC1OC(=O)C(C(C5=CC=CC=C5)NC(=O)C6=CC=CC=C6)O)O)OC(=O)C7=CC=CC=C7)(CO4)OC(=O)C)O)C)OC(=O)C. Cell line: DU-145. Synergy scores: CSS=20.8, Synergy_ZIP=7.36, Synergy_Bliss=5.57, Synergy_Loewe=-20.2, Synergy_HSA=2.23. (2) Drug 1: CC12CCC3C(C1CCC2=O)CC(=C)C4=CC(=O)C=CC34C. Drug 2: CCC1(CC2CC(C3=C(CCN(C2)C1)C4=CC=CC=C4N3)(C5=C(C=C6C(=C5)C78CCN9C7C(C=CC9)(C(C(C8N6C=O)(C(=O)OC)O)OC(=O)C)CC)OC)C(=O)OC)O.OS(=O)(=O)O. Cell line: HS 578T. Synergy scores: CSS=79.4, Synergy_ZIP=2.15, Synergy_Bliss=0.624, Synergy_Loewe=-22.0, Synergy_HSA=0.812. (3) Drug 1: CCC1=CC2CC(C3=C(CN(C2)C1)C4=CC=CC=C4N3)(C5=C(C=C6C(=C5)C78CCN9C7C(C=CC9)(C(C(C8N6C)(C(=O)OC)O)OC(=O)C)CC)OC)C(=O)OC.C(C(C(=O)O)O)(C(=O)O)O. Drug 2: C1=CC(=CC=C1C#N)C(C2=CC=C(C=C2)C#N)N3C=NC=N3. Cell line: ACHN. Synergy scores: CSS=17.7, Synergy_ZIP=-9.29, Synergy_Bliss=-1.24, Synergy_Loewe=-4.34, Synergy_HSA=0.356.